Predict the product of the given reaction. From a dataset of Forward reaction prediction with 1.9M reactions from USPTO patents (1976-2016). (1) Given the reactants [F:1][C:2]1[CH:3]=[C:4]([N+:9]([O-:11])=[O:10])[CH:5]=[CH:6][C:7]=1F.[CH3:12][C:13]1[N:17]=[CH:16][NH:15][N:14]=1.O.O.O.P([O-])([O-])(O)=O.[K+].[K+], predict the reaction product. The product is: [F:1][C:2]1[CH:3]=[C:4]([N+:9]([O-:11])=[O:10])[CH:5]=[CH:6][C:7]=1[N:15]1[CH:16]=[N:17][C:13]([CH3:12])=[N:14]1. (2) Given the reactants Cl[C:2]1[CH:3]=[C:4]([CH:27]=[CH:28][N:29]=1)[C:5]([NH:7][C:8]1[C:17]2[C:12](=[CH:13][CH:14]=[CH:15][CH:16]=2)[C:11]([O:18][CH2:19][CH2:20][N:21]2[CH2:26][CH2:25][O:24][CH2:23][CH2:22]2)=[CH:10][CH:9]=1)=[O:6].[O:30]1[C:34]2([CH2:39][CH2:38][NH:37][CH2:36][CH2:35]2)[O:33][CH2:32][CH2:31]1, predict the reaction product. The product is: [O:30]1[C:34]2([CH2:39][CH2:38][N:37]([C:2]3[CH:3]=[C:4]([CH:27]=[CH:28][N:29]=3)[C:5]([NH:7][C:8]3[C:17]4[C:12](=[CH:13][CH:14]=[CH:15][CH:16]=4)[C:11]([O:18][CH2:19][CH2:20][N:21]4[CH2:26][CH2:25][O:24][CH2:23][CH2:22]4)=[CH:10][CH:9]=3)=[O:6])[CH2:36][CH2:35]2)[O:33][CH2:32][CH2:31]1.